From a dataset of Reaction yield outcomes from USPTO patents with 853,638 reactions. Predict the reaction yield, written as a fraction of the theoretical maximum amount of product (1.0 means a 100% yield; for example, 0.34 means a 34% yield). (1) The reactants are C(OC([N:8]1[CH2:13][CH2:12][CH2:11][C@H:10]([O:14][C:15]2[CH:20]=[CH:19][CH:18]=[CH:17][C:16]=2[C:21]([N:23]2[CH2:37][C:26]3=[C:27]4[N:32]([N:33]=[C:25]3[CH2:24]2)[C:31]([CH3:34])=[C:30]([Cl:35])[C:29]([CH3:36])=[N:28]4)=[O:22])[CH2:9]1)=O)(C)(C)C.C(O)(C(F)(F)F)=O. The catalyst is C(Cl)Cl. The product is [Cl:35][C:30]1[C:29]([CH3:36])=[N:28][C:27]2[N:32]([N:33]=[C:25]3[CH2:24][N:23]([C:21]([C:16]4[CH:17]=[CH:18][CH:19]=[CH:20][C:15]=4[O:14][C@H:10]4[CH2:11][CH2:12][CH2:13][NH:8][CH2:9]4)=[O:22])[CH2:37][C:26]3=2)[C:31]=1[CH3:34]. The yield is 0.810. (2) No catalyst specified. The reactants are O.[NH2:2][C:3]1[N:8]=[C:7]([CH:9]2[CH2:11][CH2:10]2)[N:6]=[C:5]([C:12]([OH:14])=[O:13])[C:4]=1[Cl:15].S(Cl)(Cl)=O.[OH-].[Na+].Cl.[CH3:23]O. The product is [NH2:2][C:3]1[N:8]=[C:7]([CH:9]2[CH2:11][CH2:10]2)[N:6]=[C:5]([C:12]([O:14][CH3:23])=[O:13])[C:4]=1[Cl:15]. The yield is 0.800. (3) The reactants are [F:1][C:2]([F:28])([F:27])[C:3]1[CH:8]=[CH:7][C:6]([C:9]2[C:10]([C:15]([NH:17][C:18]3[CH:19]=[C:20]([C:24](O)=[O:25])[N:21]([CH3:23])[CH:22]=3)=[O:16])=[CH:11][CH:12]=[CH:13][CH:14]=2)=[CH:5][CH:4]=1.[CH3:29][C:30]1[CH:37]=[CH:36][CH:35]=[CH:34][C:31]=1[CH2:32][NH2:33].CN(C(ON1N=NC2C=CC=CC1=2)=[N+](C)C)C.[B-](F)(F)(F)F.C(N(CC)CC)C. The catalyst is O1CCCC1.ClCCl.C(O)C. The product is [CH3:29][C:30]1[CH:37]=[CH:36][CH:35]=[CH:34][C:31]=1[CH2:32][NH:33][C:24]([C:20]1[N:21]([CH3:23])[CH:22]=[C:18]([NH:17][C:15]([C:10]2[C:9]([C:6]3[CH:7]=[CH:8][C:3]([C:2]([F:28])([F:1])[F:27])=[CH:4][CH:5]=3)=[CH:14][CH:13]=[CH:12][CH:11]=2)=[O:16])[CH:19]=1)=[O:25]. The yield is 0.660. (4) The reactants are C(NC(C)C)(C)C.C([Li])CCC.[Cl:13][C:14]1[C:15]2[CH:22]=[CH:21][N:20]([S:23]([C:26]3[CH:31]=[CH:30][CH:29]=[CH:28][CH:27]=3)(=[O:25])=[O:24])[C:16]=2[N:17]=[CH:18][N:19]=1.I[C:33]1[C:42]2[C:37](=[CH:38][CH:39]=[CH:40][CH:41]=2)[CH:36]=[CH:35][CH:34]=1. The catalyst is C1COCC1.CCCCCC.[Cl-].[Zn+2].[Cl-].C1C=CC([P]([Pd]([P](C2C=CC=CC=2)(C2C=CC=CC=2)C2C=CC=CC=2)([P](C2C=CC=CC=2)(C2C=CC=CC=2)C2C=CC=CC=2)[P](C2C=CC=CC=2)(C2C=CC=CC=2)C2C=CC=CC=2)(C2C=CC=CC=2)C2C=CC=CC=2)=CC=1. The product is [Cl:13][C:14]1[C:15]2[CH:22]=[C:21]([C:41]3[C:42]4[C:37](=[CH:36][CH:35]=[CH:34][CH:33]=4)[CH:38]=[CH:39][CH:40]=3)[N:20]([S:23]([C:26]3[CH:31]=[CH:30][CH:29]=[CH:28][CH:27]=3)(=[O:25])=[O:24])[C:16]=2[N:17]=[CH:18][N:19]=1. The yield is 0.820. (5) The reactants are [NH2:1][C:2]1[C:10]2[C:9]([C:11]3[CH:16]=[C:15]([O:17][CH3:18])[CH:14]=[C:13]([Cl:19])[CH:12]=3)=[N:8][C:7](S(C)=O)=[N:6][C:5]=2[S:4][C:3]=1[C:23]([NH2:25])=[O:24].CN([CH:29]=[O:30])C. No catalyst specified. The product is [CH2:3]([C@H:2]([NH:1][C:7]1[N:8]=[C:9]([C:11]2[CH:16]=[C:15]([O:17][CH3:18])[CH:14]=[C:13]([Cl:19])[CH:12]=2)[C:10]2[C:2]([NH2:1])=[C:3]([C:23]([NH2:25])=[O:24])[S:4][C:5]=2[N:6]=1)[CH2:29][OH:30])[CH3:23]. The yield is 0.560.